The task is: Predict the reaction yield, written as a fraction of the theoretical maximum amount of product (1.0 means a 100% yield; for example, 0.34 means a 34% yield).. This data is from Reaction yield outcomes from USPTO patents with 853,638 reactions. The reactants are Br[C:2]1[CH:3]=[C:4]([C:8]2[N:9]=[C:10]([CH:20]([CH3:22])[CH3:21])[NH:11][C:12]=2[C:13]2[CH:18]=[CH:17][CH:16]=[C:15]([CH3:19])[N:14]=2)[CH:5]=[CH:6][CH:7]=1.Cl.[NH2:24][CH2:25][C:26]1[CH:31]=[CH:30][C:29](B(O)O)=[CH:28][CH:27]=1. No catalyst specified. The product is [CH:20]([C:10]1[NH:11][C:12]([C:13]2[CH:18]=[CH:17][CH:16]=[C:15]([CH3:19])[N:14]=2)=[C:8]([C:4]2[CH:3]=[C:2]([C:29]3[CH:30]=[CH:31][C:26]([CH2:25][NH2:24])=[CH:27][CH:28]=3)[CH:7]=[CH:6][CH:5]=2)[N:9]=1)([CH3:22])[CH3:21]. The yield is 0.270.